Dataset: Full USPTO retrosynthesis dataset with 1.9M reactions from patents (1976-2016). Task: Predict the reactants needed to synthesize the given product. (1) Given the product [Cl:1][C:2]1[CH:3]=[CH:4][C:5]([CH:8]([C:10]2[C:11]([Cl:16])=[N:12][CH:13]=[CH:14][CH:15]=2)[OH:9])=[CH:6][CH:7]=1, predict the reactants needed to synthesize it. The reactants are: [Cl:1][C:2]1[CH:7]=[CH:6][C:5]([C:8]([C:10]2[C:11]([Cl:16])=[N:12][CH:13]=[CH:14][CH:15]=2)=[O:9])=[CH:4][CH:3]=1.[BH4-].[Na+]. (2) Given the product [Br:1][C:2]1[CH:3]=[C:4]([CH:9]2[CH2:14][C:13]([CH3:28])([S:15]([C:18]3[CH:23]=[CH:22][CH:21]=[C:20]([C:24]([F:27])([F:25])[F:26])[CH:19]=3)(=[O:17])=[O:16])[CH2:12][CH2:11][O:10]2)[CH:5]=[CH:6][C:7]=1[F:8], predict the reactants needed to synthesize it. The reactants are: [Br:1][C:2]1[CH:3]=[C:4]([CH:9]2[CH2:14][CH:13]([S:15]([C:18]3[CH:23]=[CH:22][CH:21]=[C:20]([C:24]([F:27])([F:26])[F:25])[CH:19]=3)(=[O:17])=[O:16])[CH2:12][CH2:11][O:10]2)[CH:5]=[CH:6][C:7]=1[F:8].[CH3:28]C([O-])(C)C.[K+].CI. (3) Given the product [CH3:1][O:2][C:3]1[CH:4]=[C:5]2[C:10](=[CH:11][C:12]=1[O:13][CH3:14])[N:9]=[CH:8][CH:7]=[C:6]2[O:15][C:16]1[CH:22]=[CH:21][C:19]([NH:20][C:24](=[O:26])[O:47][CH:43]([CH2:42][CH2:41][N:35]2[CH2:40][CH2:39][CH2:38][CH2:37][CH2:36]2)[CH2:44][CH2:45][CH3:46])=[CH:18][CH:17]=1, predict the reactants needed to synthesize it. The reactants are: [CH3:1][O:2][C:3]1[CH:4]=[C:5]2[C:10](=[CH:11][C:12]=1[O:13][CH3:14])[N:9]=[CH:8][CH:7]=[C:6]2[O:15][C:16]1[CH:22]=[CH:21][C:19]([NH2:20])=[CH:18][CH:17]=1.Cl[C:24](Cl)([O:26]C(=O)OC(Cl)(Cl)Cl)Cl.[N:35]1([CH2:41][CH2:42][CH:43]([OH:47])[CH2:44][CH2:45][CH3:46])[CH2:40][CH2:39][CH2:38][CH2:37][CH2:36]1.C(=O)(O)[O-].[Na+]. (4) Given the product [CH:11]12[B:10]([CH2:3][CH2:2][CH2:1][N:4]3[CH2:9][CH2:8][O:7][CH2:6][CH2:5]3)[CH:15]([CH2:16][CH2:17][CH2:18]1)[CH2:14][CH2:13][CH2:12]2, predict the reactants needed to synthesize it. The reactants are: [CH2:1]([N:4]1[CH2:9][CH2:8][O:7][CH2:6][CH2:5]1)[CH:2]=[CH2:3].[BH:10]1[CH:15]2[CH2:16][CH2:17][CH2:18][CH:11]1[CH2:12][CH2:13][CH2:14]2. (5) Given the product [Br:1][C:2]1[C:3]([C@@H:9]([NH:18][C:33](=[O:34])[O:32][C:29]([CH3:31])([CH3:30])[CH3:28])[CH2:10][C:11]2[CH:16]=[CH:15][CH:14]=[C:13]([F:17])[CH:12]=2)=[N:4][C:5]([Br:8])=[CH:6][CH:7]=1, predict the reactants needed to synthesize it. The reactants are: [Br:1][C:2]1[C:3]([C@@H:9]([NH2:18])[CH2:10][C:11]2[CH:16]=[CH:15][CH:14]=[C:13]([F:17])[CH:12]=2)=[N:4][C:5]([Br:8])=[CH:6][CH:7]=1.CCN(C(C)C)C(C)C.[CH3:28][C:29]([O:32][C:33](O[C:33]([O:32][C:29]([CH3:31])([CH3:30])[CH3:28])=[O:34])=[O:34])([CH3:31])[CH3:30]. (6) Given the product [CH3:20][O:21][C:9](=[O:14])[C:8]([NH2:12])([C:3]1[CH:4]=[CH:5][CH:6]=[CH:7][C:2]=1[F:1])[CH3:15], predict the reactants needed to synthesize it. The reactants are: [F:1][C:2]1[CH:7]=[CH:6][CH:5]=[CH:4][C:3]=1[C:8]1([CH3:15])[NH:12]C(=O)N[C:9]1=[O:14].[OH-].[Na+].NC(C1C=CC=CC=1F)(C)[C:20](O)=[O:21].S(Cl)(Cl)=O. (7) Given the product [F:18][C:19]1[CH:27]=[CH:26][C:22]([C:23]([NH:1][C@@H:2]([CH2:6][CH2:7][C:8]([O:10][CH3:11])=[O:9])[C:3]([OH:5])=[O:4])=[O:24])=[CH:21][CH:20]=1, predict the reactants needed to synthesize it. The reactants are: [NH2:1][C@@H:2]([CH2:6][CH2:7][C:8]([O:10][CH3:11])=[O:9])[C:3]([OH:5])=[O:4].C(=O)([O-])[O-].[Na+].[Na+].[F:18][C:19]1[CH:27]=[CH:26][C:22]([C:23](Cl)=[O:24])=[CH:21][CH:20]=1.